Dataset: Full USPTO retrosynthesis dataset with 1.9M reactions from patents (1976-2016). Task: Predict the reactants needed to synthesize the given product. (1) Given the product [OH:31][CH2:32][CH2:33][CH:34]1[CH2:39][CH2:38][CH2:37][CH2:36][N:35]1[C:2]1[N:11]=[C:10]([NH:12][CH2:13][C:14]2[CH:19]=[CH:18][C:17]([NH:20][C:21](=[O:29])[C:22]3[CH:27]=[CH:26][CH:25]=[CH:24][CH:23]=3)=[CH:16][CH:15]=2)[C:9]2[C:4](=[CH:5][C:6]([CH3:30])=[CH:7][CH:8]=2)[N:3]=1, predict the reactants needed to synthesize it. The reactants are: Cl[C:2]1[N:11]=[C:10]([NH:12][CH2:13][C:14]2[CH:19]=[CH:18][C:17]([NH:20][C:21](=[O:29])[C:22]3[CH:27]=[CH:26][C:25](F)=[CH:24][CH:23]=3)=[CH:16][CH:15]=2)[C:9]2[C:4](=[CH:5][C:6]([CH3:30])=[CH:7][CH:8]=2)[N:3]=1.[OH:31][CH2:32][CH2:33][CH:34]1[CH2:39][CH2:38][CH2:37][CH2:36][NH:35]1. (2) Given the product [Cl:1][C:2]1[CH:7]=[CH:6][C:5]([O:8][C:36]2[CH:37]=[C:32]([CH2:31][C:29]#[N:30])[CH:33]=[CH:34][CH:35]=2)=[CH:4][C:3]=1[CH:9]([CH3:28])[C:10]([OH:15])([C:16]1[CH:17]=[CH:18][C:19]2[O:24][CH2:23][C:22](=[O:25])[N:21]([CH3:26])[C:20]=2[CH:27]=1)[C:11]([F:12])([F:13])[F:14], predict the reactants needed to synthesize it. The reactants are: [Cl:1][C:2]1[CH:7]=[CH:6][C:5]([OH:8])=[CH:4][C:3]=1[CH:9]([CH3:28])[C:10]([C:16]1[CH:17]=[CH:18][C:19]2[O:24][CH2:23][C:22](=[O:25])[N:21]([CH3:26])[C:20]=2[CH:27]=1)([OH:15])[C:11]([F:14])([F:13])[F:12].[C:29]([CH2:31][C:32]1[CH:33]=[C:34](B(O)O)[CH:35]=[CH:36][CH:37]=1)#[N:30]. (3) Given the product [CH3:11][C@@H:12]1[CH2:17][O:16][CH2:15][CH2:14][N:13]1[C:2]1[CH:7]=[CH:6][C:5]([N+:8]([O-:10])=[O:9])=[CH:4][N:3]=1, predict the reactants needed to synthesize it. The reactants are: Cl[C:2]1[CH:7]=[CH:6][C:5]([N+:8]([O-:10])=[O:9])=[CH:4][N:3]=1.[CH3:11][C@@H:12]1[CH2:17][O:16][CH2:15][CH2:14][NH:13]1. (4) Given the product [Br:1][C:2]1[CH:7]=[CH:6][CH:5]=[CH:4][C:3]=1[CH2:8][O:9][CH3:12], predict the reactants needed to synthesize it. The reactants are: [Br:1][C:2]1[CH:7]=[CH:6][CH:5]=[CH:4][C:3]=1[CH2:8][OH:9].[H-].[Na+].[CH3:12]I.